This data is from Reaction yield outcomes from USPTO patents with 853,638 reactions. The task is: Predict the reaction yield, written as a fraction of the theoretical maximum amount of product (1.0 means a 100% yield; for example, 0.34 means a 34% yield). (1) The reactants are [CH3:1][O:2][C:3]1[CH:12]=[CH:11][CH:10]=[C:9]2[C:4]=1[C:5]1[CH:26]=[CH:25][C:24]([NH:27][S:28]([CH3:31])(=[O:30])=[O:29])=[CH:23][C:6]=1[CH:7]([C:13]1[S:14][C:15]([C:18]#[C:19][CH2:20][O:21][CH3:22])=[CH:16][CH:17]=1)[O:8]2. The catalyst is CO.[Pd]. The product is [CH3:1][O:2][C:3]1[CH:12]=[CH:11][CH:10]=[C:9]2[C:4]=1[C:5]1[CH:26]=[CH:25][C:24]([NH:27][S:28]([CH3:31])(=[O:29])=[O:30])=[CH:23][C:6]=1[CH:7]([C:13]1[S:14][C:15]([CH2:18][CH2:19][CH2:20][O:21][CH3:22])=[CH:16][CH:17]=1)[O:8]2. The yield is 0.750. (2) The reactants are [F:1][C:2]1([F:32])[CH2:6][CH2:5][N:4]([C:7]([C:9]2[CH:10]=[C:11]3[C:16](=[CH:17][CH:18]=2)[CH:15]=[N+:14]([O-])[CH:13]=[C:12]3[C:20]2[CH:25]=[CH:24][C:23]([C:26]3[CH:27]=[N:28][N:29]([CH3:31])[CH:30]=3)=[CH:22][CH:21]=2)=[O:8])[CH2:3]1.S(Cl)(C1C=CC(C)=CC=1)(=O)=O.C(C[NH2:47])O. The catalyst is N1C=CC=CC=1.O. The product is [NH2:47][C:15]1[C:16]2[C:11](=[CH:10][C:9]([C:7]([N:4]3[CH2:5][CH2:6][C:2]([F:32])([F:1])[CH2:3]3)=[O:8])=[CH:18][CH:17]=2)[C:12]([C:20]2[CH:25]=[CH:24][C:23]([C:26]3[CH:27]=[N:28][N:29]([CH3:31])[CH:30]=3)=[CH:22][CH:21]=2)=[CH:13][N:14]=1. The yield is 0.600. (3) The reactants are [NH2:1]/[C:2](/[CH3:9])=[C:3](\[C:7]#[N:8])/[C:4](=[S:6])[NH2:5].OO. The catalyst is CO. The product is [NH2:5][C:4]1[S:6][N:1]=[C:2]([CH3:9])[C:3]=1[C:7]#[N:8]. The yield is 0.800.